The task is: Binary Classification. Given a T-cell receptor sequence (or CDR3 region) and an epitope sequence, predict whether binding occurs between them.. This data is from TCR-epitope binding with 47,182 pairs between 192 epitopes and 23,139 TCRs. The epitope is KLFIRQEEV. The TCR CDR3 sequence is CATSDRTGVGKLFF. Result: 0 (the TCR does not bind to the epitope).